This data is from Forward reaction prediction with 1.9M reactions from USPTO patents (1976-2016). The task is: Predict the product of the given reaction. (1) Given the reactants [F:1][C:2]1[CH:3]=[CH:4][C:5]2[N:6]([C:8]([CH3:15])=[C:9]([C:11]([NH:13][NH2:14])=[O:12])[N:10]=2)[CH:7]=1.Cl.[N:17]([O-])=O.[Na+].C([O-])(O)=O.[Na+], predict the reaction product. The product is: [F:1][C:2]1[CH:3]=[CH:4][C:5]2[N:6]([C:8]([CH3:15])=[C:9]([C:11]([N:13]=[N+:14]=[N-:17])=[O:12])[N:10]=2)[CH:7]=1. (2) Given the reactants [Cl:1][C:2]1[CH:7]=[C:6]([CH3:8])[N:5]=[C:4]([O:9][CH3:10])[C:3]=1[CH2:11][NH2:12].[C:14]([O:16][C:17]([CH3:20])([CH3:19])[CH3:18])(=[O:15])[C:14]([O:16][C:17]([CH3:20])([CH3:19])[CH3:18])=[O:15].C(N(CC)CC)C, predict the reaction product. The product is: [C:17]([O:16][C:14](=[O:15])[NH:12][CH2:11][C:3]1[C:4]([O:9][CH3:10])=[N:5][C:6]([CH3:8])=[CH:7][C:2]=1[Cl:1])([CH3:20])([CH3:19])[CH3:18].